The task is: Predict the product of the given reaction.. This data is from Forward reaction prediction with 1.9M reactions from USPTO patents (1976-2016). (1) Given the reactants [NH2:1][C:2]1[CH:3]=[CH:4][C:5]([NH:25]C(=O)C)=[C:6]2[C:10]=1[C:9](=[O:11])[C:8]([OH:23])([C:12]1[CH:17]=[CH:16][C:15]([CH:18]([CH3:20])[CH3:19])=[CH:14][C:13]=1[O:21][CH3:22])[C:7]2=[O:24], predict the reaction product. The product is: [NH2:25][C:5]1[CH:4]=[CH:3][C:2]([NH2:1])=[C:10]2[C:6]=1[C:7](=[O:24])[C:8]([OH:23])([C:12]1[CH:17]=[CH:16][C:15]([CH:18]([CH3:20])[CH3:19])=[CH:14][C:13]=1[O:21][CH3:22])[C:9]2=[O:11]. (2) Given the reactants C([O:3][C:4]([C:6]1[O:7][C:8]([N:12]2[CH2:16][CH2:15][CH2:14][CH2:13]2)=[CH:9][C:10]=1[CH3:11])=[O:5])C.[OH-].[Na+].Cl, predict the reaction product. The product is: [N:12]1([C:8]2[O:7][C:6]([C:4]([OH:5])=[O:3])=[C:10]([CH3:11])[CH:9]=2)[CH2:16][CH2:15][CH2:14][CH2:13]1. (3) Given the reactants [CH:1]([C:3]1[CH:4]=[CH:5][C:6]2[S:10][C:9]([C:11]([O:13]CC)=O)=[CH:8][C:7]=2[CH:16]=1)=O.C(O)(=O)C.[CH2:21]([NH2:28])[C:22]1[CH:27]=[CH:26][CH:25]=[CH:24][CH:23]=1.[Li+].[OH-].[CH:31]1[CH:32]=[CH:33][C:34]2[N:39](O)N=[N:37][C:35]=2[CH:36]=1.C1(N)C=CC=CC=1N, predict the reaction product. The product is: [NH2:37][C:35]1[CH:36]=[CH:31][CH:32]=[CH:33][C:34]=1[NH:39][C:11]([C:9]1[S:10][C:6]2[CH:5]=[CH:4][C:3]([CH2:1][NH:28][CH2:21][C:22]3[CH:27]=[CH:26][CH:25]=[CH:24][CH:23]=3)=[CH:16][C:7]=2[CH:8]=1)=[O:13]. (4) The product is: [CH3:22][O:23][C:24]1[N:29]=[C:28]([O:30][CH3:31])[C:27]([CH2:32][NH:1][CH:2]2[CH2:7][CH2:6][CH2:5][CH:4]([NH:8][C:9]3[CH:18]=[C:17]([N:19]([CH3:21])[CH3:20])[C:16]4[C:11](=[CH:12][CH:13]=[CH:14][CH:15]=4)[N:10]=3)[CH2:3]2)=[CH:26][N:25]=1. Given the reactants [NH2:1][CH:2]1[CH2:7][CH2:6][CH2:5][CH:4]([NH:8][C:9]2[CH:18]=[C:17]([N:19]([CH3:21])[CH3:20])[C:16]3[C:11](=[CH:12][CH:13]=[CH:14][CH:15]=3)[N:10]=2)[CH2:3]1.[CH3:22][O:23][C:24]1[N:29]=[C:28]([O:30][CH3:31])[C:27]([CH:32]=O)=[CH:26][N:25]=1.CC(O)=O, predict the reaction product. (5) Given the reactants [CH2:1]([C:9]1[CH:14]=[CH:13][C:12](CCC2C=CC=CC=2)=[CH:11][CH:10]=1)[CH2:2][C:3]1[CH:8]=[CH:7][CH:6]=[CH:5][CH:4]=1.C1(CCCC2C=CC(CCCC3C=CC=CC=3)=CC=2)C=CC=CC=1.C(C1C=CC(CCC2C=C(C)C=CC=2)=CC=1)CC1C=CC=CC=1.C1(C)C=CC=CC=1CCC1C=CC(CCC2C=CC=CC=2C)=CC=1.C1(CCCC2C=CC(CCC3C=CC(CCCC4C=CC=CC=4)=CC=3)=CC=2)C=CC=CC=1.C(C1C=CC(CCC2C=CC(CCC3C=CC(C)=CC=3)=CC=2)=CC=1)CC1C=CC=CC=1, predict the reaction product. The product is: [C:3]1([CH2:2][CH2:1][C:9]2[CH:10]=[CH:11][CH:12]=[CH:13][CH:14]=2)[CH:8]=[CH:7][CH:6]=[CH:5][CH:4]=1. (6) Given the reactants [C:1]([C:3]1[CH:8]=[CH:7][C:6]([C:9]2[CH2:14][CH2:13][N:12]([C:15]([O:17][C:18]([CH3:21])([CH3:20])[CH3:19])=[O:16])[CH2:11][CH:10]=2)=[CH:5][CH:4]=1)#[N:2], predict the reaction product. The product is: [C:1]([C:3]1[CH:4]=[CH:5][C:6]([CH:9]2[CH2:10][CH2:11][N:12]([C:15]([O:17][C:18]([CH3:21])([CH3:20])[CH3:19])=[O:16])[CH2:13][CH2:14]2)=[CH:7][CH:8]=1)#[N:2]. (7) Given the reactants Cl[C:2]1[C:3]2[N:4]([N:9]=[C:10]([C:12]([O:14][CH2:15][CH3:16])=[O:13])[CH:11]=2)[CH:5]=[C:6]([CH3:8])[N:7]=1.[CH3:17]B(O)O.C([O-])([O-])=O.[K+].[K+].CN(C=O)C, predict the reaction product. The product is: [CH3:17][C:2]1[C:3]2[N:4]([N:9]=[C:10]([C:12]([O:14][CH2:15][CH3:16])=[O:13])[CH:11]=2)[CH:5]=[C:6]([CH3:8])[N:7]=1. (8) Given the reactants [CH:1]1([CH:4]=O)C[CH2:2]1.[CH3:6][O:7][C:8]1[N:13]=[CH:12][C:11]([NH2:14])=[CH:10][CH:9]=1.P(O)(OC1C=CC=CC=1)(O[C:18]1C=CC=CC=1)=O.[CH:32](/[NH:35][C:36](=[O:45])[O:37][CH2:38][C:39]1[CH:44]=[CH:43][CH:42]=[CH:41][CH:40]=1)=[CH:33]\[CH3:34], predict the reaction product. The product is: [CH:1]1([C@H:34]2[C@H:33]([CH3:18])[C@@H:32]([NH:35][C:36](=[O:45])[O:37][CH2:38][C:39]3[CH:40]=[CH:41][CH:42]=[CH:43][CH:44]=3)[C:12]3[C:11](=[CH:10][CH:9]=[C:8]([O:7][CH3:6])[N:13]=3)[NH:14]2)[CH2:4][CH2:2]1.